Task: Predict the reaction yield, written as a fraction of the theoretical maximum amount of product (1.0 means a 100% yield; for example, 0.34 means a 34% yield).. Dataset: Reaction yield outcomes from USPTO patents with 853,638 reactions The reactants are [CH3:1][O:2][C:3]([NH:5][C@H:6]([C:10]([N:12]1[C@@H:16]([CH3:17])[CH2:15][CH2:14][C@H:13]1[C:18]1[NH:22][C:21]2[C:23]3[C:28]([CH:29]=[CH:30][C:20]=2[N:19]=1)=[CH:27][C:26]1[C:31]2[C:36]([CH2:37][O:38][C:25]=1[CH:24]=3)=[CH:35][C:34]([C:39]1[NH:43][C:42]([C@@H:44]3[CH2:48][C@H:47]([CH2:49][O:50][CH3:51])[CH2:46][N:45]3C(OC(C)(C)C)=O)=[N:41][CH:40]=1)=[CH:33][CH:32]=2)=[O:11])[CH:7]([CH3:9])[CH3:8])=[O:4].[CH3:59][O:60][C@H:61]([CH3:71])[C@H:62]([NH:66][C:67]([O:69][CH3:70])=[O:68])[C:63]([OH:65])=O.CN(C(ON1N=NC2C=CC=NC1=2)=[N+](C)C)C.F[P-](F)(F)(F)(F)F.CN1CCOCC1. The catalyst is Cl.CCO.CN(C=O)C. The product is [CH3:59][O:60][C@@H:61]([CH3:71])[C@H:62]([NH:66][C:67]([O:69][CH3:70])=[O:68])[C:63]([N:45]1[CH2:46][C@@H:47]([CH2:49][O:50][CH3:51])[CH2:48][C@H:44]1[C:42]1[NH:43][C:39]([C:34]2[CH:35]=[C:36]3[CH2:37][O:38][C:25]4[CH:24]=[C:23]5[C:28]([CH:29]=[CH:30][C:20]6[N:19]=[C:18]([C@@H:13]7[CH2:14][CH2:15][C@H:16]([CH3:17])[N:12]7[C:10](=[O:11])[C@@H:6]([NH:5][C:3](=[O:4])[O:2][CH3:1])[CH:7]([CH3:9])[CH3:8])[NH:22][C:21]=65)=[CH:27][C:26]=4[C:31]3=[CH:32][CH:33]=2)=[CH:40][N:41]=1)=[O:65]. The yield is 0.590.